From a dataset of Forward reaction prediction with 1.9M reactions from USPTO patents (1976-2016). Predict the product of the given reaction. (1) Given the reactants [Br:1][C:2]1[CH:7]=[CH:6][C:5]([CH3:8])=[CH:4][N:3]=1.C1C=C(Cl)C=C(C(OO)=[O:17])C=1.C([O-])([O-])=O.[K+].[K+], predict the reaction product. The product is: [Br:1][C:2]1[CH:7]=[CH:6][C:5]([CH3:8])=[CH:4][N+:3]=1[O-:17]. (2) Given the reactants [BH4-].[Na+].[CH2:3]([C:12]1[CH:19]=[CH:18][C:15]([CH:16]=[O:17])=[CH:14][CH:13]=1)[CH2:4][CH2:5][CH2:6][CH2:7][CH2:8][CH2:9][CH2:10][CH3:11], predict the reaction product. The product is: [CH2:3]([C:12]1[CH:13]=[CH:14][C:15]([CH2:16][OH:17])=[CH:18][CH:19]=1)[CH2:4][CH2:5][CH2:6][CH2:7][CH2:8][CH2:9][CH2:10][CH3:11]. (3) Given the reactants [C:1]1([CH:7]2[O:12][CH2:11][CH:10]([OH:13])[CH2:9][O:8]2)[CH:6]=[CH:5][CH:4]=[CH:3][CH:2]=1.C(N(CC)CC)C.[S:21](Cl)([C:24]1[CH:30]=[CH:29][C:27]([CH3:28])=[CH:26][CH:25]=1)(=[O:23])=[O:22], predict the reaction product. The product is: [CH3:28][C:27]1[CH:29]=[CH:30][C:24]([S:21]([O:13][CH:10]2[CH2:11][O:12][CH:7]([C:1]3[CH:2]=[CH:3][CH:4]=[CH:5][CH:6]=3)[O:8][CH2:9]2)(=[O:23])=[O:22])=[CH:25][CH:26]=1. (4) Given the reactants [CH:1]1([C:5]([OH:7])=O)[CH2:4][CH2:3]C1.[CH:8]1[N:12]=[CH:11][N:10](C([N:10]2[CH:11]=[N:12][CH:8]=[CH:9]2)=O)[CH:9]=1, predict the reaction product. The product is: [N:10]1([C:5]([CH:1]2[CH2:4][CH2:3]2)=[O:7])[CH:9]=[CH:8][N:12]=[CH:11]1. (5) Given the reactants [Cl:1][C:2]1[CH:3]=[C:4]([CH:8]=[C:9]([Cl:11])[CH:10]=1)[C:5]([OH:7])=O.Cl.[NH2:13][CH2:14][C:15]1[CH:26]=[CH:25][C:24]([C:27]#[N:28])=[CH:23][C:16]=1[O:17][CH2:18][C:19]([NH:21][CH3:22])=[O:20], predict the reaction product. The product is: [Cl:11][C:9]1[CH:8]=[C:4]([CH:3]=[C:2]([Cl:1])[CH:10]=1)[C:5]([NH:13][CH2:14][C:15]1[CH:26]=[CH:25][C:24]([C:27]#[N:28])=[CH:23][C:16]=1[O:17][CH2:18][C:19](=[O:20])[NH:21][CH3:22])=[O:7]. (6) Given the reactants [NH2:1][C:2]([C@@H:4]1[CH2:9][C@H:8]2[C@H:6]([CH2:7]2)[N:5]1C(OC(C)(C)C)=O)=[O:3].C1COCC1.Cl, predict the reaction product. The product is: [C@H:6]12[CH2:7][C@H:8]1[CH2:9][C@@H:4]([C:2]([NH2:1])=[O:3])[NH:5]2. (7) Given the reactants [C:1]([O:5][C:6]([N:8]1[CH2:13][CH2:12][N:11]([CH2:14][C:15]2[N:19]([CH2:20][C:21]3[CH:26]=[CH:25][C:24]([C:27]#[N:28])=[C:23](F)[CH:22]=3)[C:18]([CH3:30])=[N:17][CH:16]=2)[CH2:10][CH2:9]1)=[O:7])([CH3:4])([CH3:3])[CH3:2].[OH:31][C:32]1[CH:37]=[CH:36][CH:35]=[C:34]([CH3:38])[N:33]=1.C(=O)([O-])[O-].[Cs+].[Cs+].CCOC(C)=O, predict the reaction product. The product is: [C:1]([O:5][C:6]([N:8]1[CH2:13][CH2:12][N:11]([CH2:14][C:15]2[N:19]([CH2:20][C:21]3[CH:26]=[CH:25][C:24]([C:27]#[N:28])=[C:23]([O:31][C:32]4[CH:37]=[CH:36][CH:35]=[C:34]([CH3:38])[N:33]=4)[CH:22]=3)[C:18]([CH3:30])=[N:17][CH:16]=2)[CH2:10][CH2:9]1)=[O:7])([CH3:4])([CH3:3])[CH3:2].